Predict which catalyst facilitates the given reaction. From a dataset of Catalyst prediction with 721,799 reactions and 888 catalyst types from USPTO. (1) Reactant: Cl[C:2]1[CH:3]=[C:4]([CH:13]=[CH:14][C:15]=1[Cl:16])[C:5]([NH:7][NH:8][C:9](=[O:12])[CH2:10][Cl:11])=O.P(Cl)(Cl)([Cl:19])=O. Product: [Cl:11][CH2:10][C:9]1[O:12][C:5]([C:4]2[CH:13]=[CH:14][C:15]([Cl:16])=[CH:2][C:3]=2[Cl:19])=[N:7][N:8]=1. The catalyst class is: 10. (2) Reactant: C(OC([NH:8][CH2:9][CH2:10][N:11]([CH2:16][C:17]([OH:19])=[O:18])[CH2:12][C:13]([OH:15])=[O:14])=O)(C)(C)C.C(O)(C(F)(F)F)=O.C1(C)C=CC=CC=1.C(OCC)(=O)C. Product: [NH2:8][CH2:9][CH2:10][N:11]([CH2:12][C:13]([OH:15])=[O:14])[CH2:16][C:17]([OH:19])=[O:18]. The catalyst class is: 2.